This data is from Forward reaction prediction with 1.9M reactions from USPTO patents (1976-2016). The task is: Predict the product of the given reaction. (1) The product is: [Br:1][C:2]1[C:10]2[C:5](=[CH:6][CH:7]=[CH:8][C:9]=2[C:11]2[CH:16]=[CH:15][CH:14]=[CH:13][C:12]=2[CH3:17])[N:4]([CH2:23][CH2:24][CH2:25][O:26][C:27]2[C:36]3[C:31](=[CH:32][CH:33]=[CH:34][CH:35]=3)[CH:30]=[CH:29][CH:28]=2)[C:3]=1[C:18]([O:20][CH3:21])=[O:19]. Given the reactants [Br:1][C:2]1[C:10]2[C:5](=[CH:6][CH:7]=[CH:8][C:9]=2[C:11]2[CH:16]=[CH:15][CH:14]=[CH:13][C:12]=2[CH3:17])[NH:4][C:3]=1[C:18]([O:20][CH3:21])=[O:19].Br[CH2:23][CH2:24][CH2:25][O:26][C:27]1[C:36]2[C:31](=[CH:32][CH:33]=[CH:34][CH:35]=2)[CH:30]=[CH:29][CH:28]=1.C(=O)([O-])[O-].[Cs+].[Cs+], predict the reaction product. (2) Given the reactants [CH3:1][C@H:2]1[C@H:10]2[C@H:5]([CH2:6][CH2:7][CH2:8][C:9]2([CH3:12])[CH3:11])[CH:4]([OH:13])[CH2:3]1.C(=O)(O)[O-].[Na+].CC(OI1(OC(C)=O)(OC(C)=O)OC(=O)C2C=CC=CC1=2)=O, predict the reaction product. The product is: [CH3:1][C@H:2]1[C@H:10]2[C@@H:5]([CH2:6][CH2:7][CH2:8][C:9]2([CH3:12])[CH3:11])[C:4](=[O:13])[CH2:3]1. (3) Given the reactants [Cl:1][C:2]1[CH:7]=[CH:6][C:5]([OH:8])=[CH:4][C:3]=1[C:9]([F:12])([F:11])[F:10].F[C:14]1[CH:19]=[CH:18][C:17]([C:20](=[O:22])[CH3:21])=[CH:16][CH:15]=1.C([O-])([O-])=O.[K+].[K+], predict the reaction product. The product is: [Cl:1][C:2]1[CH:7]=[CH:6][C:5]([O:8][C:14]2[CH:19]=[CH:18][C:17]([C:20](=[O:22])[CH3:21])=[CH:16][CH:15]=2)=[CH:4][C:3]=1[C:9]([F:10])([F:11])[F:12]. (4) Given the reactants [NH2:1][C:2]1[CH:3]=[C:4]([OH:9])[CH:5]=[CH:6][C:7]=1[Cl:8].[CH3:10][S:11]([C:14]1[CH:27]=[CH:26][C:17]([CH2:18][CH:19]([C:23](=O)[CH3:24])[C:20](=O)[CH3:21])=[CH:16][CH:15]=1)(=[O:13])=[O:12].O.C1(C)C=CC(S(O)(=O)=O)=CC=1, predict the reaction product. The product is: [Cl:8][C:7]1[C:2]2[N:1]=[C:23]([CH3:24])[C:19]([CH2:18][C:17]3[CH:16]=[CH:15][C:14]([S:11]([CH3:10])(=[O:13])=[O:12])=[CH:27][CH:26]=3)=[C:20]([CH3:21])[C:3]=2[C:4]([OH:9])=[CH:5][CH:6]=1. (5) Given the reactants O.[OH-].[Li+].[F:4][C:5]1[CH:10]=[C:9]([F:11])[C:8]([C:12]2[C:17]([CH3:18])=[CH:16][C:15]([C:19]3[N:23]=[CH:22][N:21]([CH2:24][C:25]([OH:28])([CH3:27])[CH3:26])[N:20]=3)=[CH:14][C:13]=2[CH3:29])=[CH:7][C:6]=1[CH2:30][O:31][C:32]1[N:37]=[CH:36][C:35]2[C@@H:38]3[C@@H:41]([C:42]([O:44]C(C)(C)C)=[O:43])[C@@H:39]3[CH2:40][C:34]=2[CH:33]=1.Cl, predict the reaction product. The product is: [F:4][C:5]1[CH:10]=[C:9]([F:11])[C:8]([C:12]2[C:17]([CH3:18])=[CH:16][C:15]([C:19]3[N:23]=[CH:22][N:21]([CH2:24][C:25]([OH:28])([CH3:27])[CH3:26])[N:20]=3)=[CH:14][C:13]=2[CH3:29])=[CH:7][C:6]=1[CH2:30][O:31][C:32]1[N:37]=[CH:36][C:35]2[C@@H:38]3[C@@H:41]([C:42]([OH:44])=[O:43])[C@@H:39]3[CH2:40][C:34]=2[CH:33]=1. (6) Given the reactants [CH:1]1([CH:7]([NH:21][C:22]2[CH:30]=[CH:29][C:25]([C:26](O)=[O:27])=[CH:24][CH:23]=2)[C:8]2[O:9][C:10]3[CH:17]=[CH:16][C:15]([N+:18]([O-:20])=[O:19])=[CH:14][C:11]=3[C:12]=2[CH3:13])[CH2:6][CH2:5][CH2:4][CH2:3][CH2:2]1.[CH3:31][NH:32][CH2:33][CH2:34][C:35]([O:37][CH2:38][CH3:39])=[O:36].O.ON1C2C=CC=CC=2N=N1.Cl.C(N=C=NCCCN(C)C)C.Cl, predict the reaction product. The product is: [CH:1]1([CH:7]([NH:21][C:22]2[CH:23]=[CH:24][C:25]([C:26]([N:32]([CH3:31])[CH2:33][CH2:34][C:35]([O:37][CH2:38][CH3:39])=[O:36])=[O:27])=[CH:29][CH:30]=2)[C:8]2[O:9][C:10]3[CH:17]=[CH:16][C:15]([N+:18]([O-:20])=[O:19])=[CH:14][C:11]=3[C:12]=2[CH3:13])[CH2:2][CH2:3][CH2:4][CH2:5][CH2:6]1. (7) Given the reactants [F:1][C:2]([F:33])([F:32])[C:3]1[CH:8]=[CH:7][C:6]([CH2:9][C:10]([N:12]2[CH2:17][CH2:16][N:15]([S:18]([C:21]3[CH:26]=[C:25]([C:27]([F:30])([F:29])[F:28])[CH:24]=[C:23](Br)[CH:22]=3)(=[O:20])=[O:19])[CH2:14][CH2:13]2)=[O:11])=[CH:5][CH:4]=1.FC(F)(F)C1C=CC(C[C:43]([N:45]2CCNCC2)=O)=CC=1.C(N1CCNCC1)(=O)C1C=CC=CC=1.BrC1C=C(S(Cl)(=O)=O)C=C(C(F)(F)F)C=1.FC(F)(F)C1C=C(S(Cl)(=O)=O)C=C(C(F)(F)F)C=1, predict the reaction product. The product is: [F:1][C:2]([F:33])([F:32])[C:3]1[CH:8]=[CH:7][C:6]([CH2:9][C:10]([N:12]2[CH2:17][CH2:16][N:15]([S:18]([C:21]3[CH:26]=[C:25]([C:27]([F:30])([F:29])[F:28])[CH:24]=[C:23]([C:43]#[N:45])[CH:22]=3)(=[O:20])=[O:19])[CH2:14][CH2:13]2)=[O:11])=[CH:5][CH:4]=1. (8) The product is: [CH2:1]([C:5]1[C:9]([CH2:10][O:11][C:12]2[CH:20]=[CH:19][C:15]([C:16]([NH:27][CH2:26][C:25]([F:29])([F:28])[F:24])=[O:18])=[CH:14][N:13]=2)=[C:8]([CH2:21][OH:22])[O:7][N:6]=1)[CH2:2][CH2:3][CH3:4]. Given the reactants [CH2:1]([C:5]1[C:9]([CH2:10][O:11][C:12]2[CH:20]=[CH:19][C:15]([C:16]([OH:18])=O)=[CH:14][N:13]=2)=[C:8]([CH2:21][OH:22])[O:7][N:6]=1)[CH2:2][CH2:3][CH3:4].Cl.[F:24][C:25]([F:29])([F:28])[CH2:26][NH2:27], predict the reaction product.